From a dataset of Full USPTO retrosynthesis dataset with 1.9M reactions from patents (1976-2016). Predict the reactants needed to synthesize the given product. (1) Given the product [Br:1][C:2]1[C:10]2[O:9][CH:8]=[C:7]([C:11]([N:27]([O:28][CH3:29])[CH3:26])=[O:13])[C:6]=2[CH:5]=[CH:4][CH:3]=1, predict the reactants needed to synthesize it. The reactants are: [Br:1][C:2]1[C:10]2[O:9][CH:8]=[C:7]([C:11]([OH:13])=O)[C:6]=2[CH:5]=[CH:4][CH:3]=1.C1N=CN(C(N2C=NC=C2)=O)C=1.[CH3:26][NH:27][O:28][CH3:29]. (2) Given the product [CH:11]([NH:1][C@H:2]([C:7]([OH:9])=[O:8])[CH2:3][CH:4]([CH3:6])[CH3:5])=[O:12], predict the reactants needed to synthesize it. The reactants are: [NH2:1][C@H:2]([C:7]([OH:9])=[O:8])[CH2:3][CH:4]([CH3:6])[CH3:5].N.[CH:11](OC)=[O:12]. (3) Given the product [N:43]1[CH:48]=[CH:47][CH:46]=[CH:45][C:44]=1[NH:49][C:26]([N:13]1[C@@H:14]2[CH2:18][N:17]([CH2:16][CH2:15]2)[C:11]2[CH:10]=[CH:9][C:8]([N:5]3[CH2:6][CH2:7][CH:3]([C:2]([F:1])([F:20])[F:21])[CH2:4]3)=[N:19][C:12]1=2)=[O:32], predict the reactants needed to synthesize it. The reactants are: [F:1][C:2]([F:21])([F:20])[CH:3]1[CH2:7][CH2:6][N:5]([C:8]2[CH:9]=[CH:10][C:11]3[N:17]4[CH2:18][C@H:14]([CH2:15][CH2:16]4)[NH:13][C:12]=3[N:19]=2)[CH2:4]1.ClC(Cl)(O[C:26](=[O:32])OC(Cl)(Cl)Cl)Cl.CCN(C(C)C)C(C)C.[N:43]1[CH:48]=[CH:47][CH:46]=[CH:45][C:44]=1[NH2:49].